Dataset: Reaction yield outcomes from USPTO patents with 853,638 reactions. Task: Predict the reaction yield, written as a fraction of the theoretical maximum amount of product (1.0 means a 100% yield; for example, 0.34 means a 34% yield). (1) The reactants are Br[C:2]1[C:3]([CH:8]2[CH2:11][N:10]([C:12]3[CH:21]=[CH:20][C:19]4[C:14](=[CH:15][CH:16]=[CH:17][CH:18]=4)[N:13]=3)[CH2:9]2)=[N:4][CH:5]=[CH:6][CH:7]=1.[CH3:22][CH:23]1[CH2:27][CH2:26][NH:25][CH2:24]1.C1C=CC(P(C2C(C3C(P(C4C=CC=CC=4)C4C=CC=CC=4)=CC=C4C=3C=CC=C4)=C3C(C=CC=C3)=CC=2)C2C=CC=CC=2)=CC=1.C(O[Na])(C)(C)C. The catalyst is O1CCOCC1.C1C=CC(/C=C/C(/C=C/C2C=CC=CC=2)=O)=CC=1.C1C=CC(/C=C/C(/C=C/C2C=CC=CC=2)=O)=CC=1.C1C=CC(/C=C/C(/C=C/C2C=CC=CC=2)=O)=CC=1.[Pd].[Pd]. The product is [CH3:22][CH:23]1[CH2:27][CH2:26][N:25]([C:2]2[C:3]([CH:8]3[CH2:11][N:10]([C:12]4[CH:21]=[CH:20][C:19]5[C:14](=[CH:15][CH:16]=[CH:17][CH:18]=5)[N:13]=4)[CH2:9]3)=[N:4][CH:5]=[CH:6][CH:7]=2)[CH2:24]1. The yield is 0.190. (2) The reactants are [OH:1][C@@H:2]([CH2:9][CH2:10][CH2:11][CH2:12][CH2:13][CH2:14][CH2:15][CH2:16][CH2:17][CH2:18][CH3:19])[CH2:3][C:4]([O:6][CH2:7][CH3:8])=[O:5].ClC[C:22]([O:24][CH2:25]OC)=C.C(N(CC)CC)C. The catalyst is C1COCC1.C1(C)C=CC(S(O)(=O)=O)=CC=1. The product is [CH3:22][O:24][CH2:25][O:1][C@@H:2]([CH2:9][CH2:10][CH2:11][CH2:12][CH2:13][CH2:14][CH2:15][CH2:16][CH2:17][CH2:18][CH3:19])[CH2:3][C:4]([O:6][CH2:7][CH3:8])=[O:5]. The yield is 0.950. (3) The product is [Cl:5][C:6]1[CH:11]=[CH:10][C:9]([CH2:12][C:13]#[N:14])=[CH:8][C:7]=1[OH:15]. The reactants are B(Br)(Br)Br.[Cl:5][C:6]1[CH:11]=[CH:10][C:9]([CH2:12][C:13]#[N:14])=[CH:8][C:7]=1[O:15]C. The yield is 0.850. The catalyst is C(Cl)Cl. (4) The reactants are C(OC([NH:8][C:9]1[CH:30]=[CH:29][C:12]([O:13][C:14]2[C:19]([C:20]([OH:22])=[O:21])=[CH:18][N:17]=[C:16]([C:23]3[CH:24]=[N:25][CH:26]=[CH:27][CH:28]=3)[N:15]=2)=[CH:11][CH:10]=1)=O)(C)(C)C.C(O)(C(F)(F)F)=O. The catalyst is C(Cl)Cl. The product is [NH2:8][C:9]1[CH:30]=[CH:29][C:12]([O:13][C:14]2[C:19]([C:20]([OH:22])=[O:21])=[CH:18][N:17]=[C:16]([C:23]3[CH:24]=[N:25][CH:26]=[CH:27][CH:28]=3)[N:15]=2)=[CH:11][CH:10]=1. The yield is 0.960. (5) The reactants are [F:1][C:2]1[CH:7]=[C:6]([N+:8]([O-])=O)[CH:5]=[CH:4][C:3]=1[N:11]1[C:15](C)=[N:14][CH:13]=[N:12]1.[CH3:17]O. The catalyst is [Pd]. The product is [F:1][C:2]1[CH:7]=[C:6]([CH:5]=[CH:4][C:3]=1[N:11]1[CH:15]=[N:14][C:13]([CH3:17])=[N:12]1)[NH2:8]. The yield is 0.930. (6) The reactants are [Cl:1][C:2]1[CH:3]=[C:4]([CH:7]=[CH:8][C:9]=1[OH:10])[CH:5]=[O:6].[CH:11]1[CH:16]=[CH:15][C:14]([CH2:17]Br)=[CH:13][CH:12]=1.C([O-])([O-])=O.[K+].[K+].O. The catalyst is CC#N. The product is [CH2:17]([O:10][C:9]1[CH:8]=[CH:7][C:4]([CH:5]=[O:6])=[CH:3][C:2]=1[Cl:1])[C:14]1[CH:15]=[CH:16][CH:11]=[CH:12][CH:13]=1. The yield is 0.950. (7) The reactants are [OH:1][C:2]1[CH:3]=[C:4]2[C:9](=[CH:10][CH:11]=1)[NH:8][C:7](=[O:12])[CH2:6][CH2:5]2.C(=O)([O-])[O-].[Cs+].[Cs+].Br[CH2:20][CH2:21][CH2:22][Cl:23]. The catalyst is C(#N)C.C(Cl)(Cl)Cl. The product is [Cl:23][CH2:22][CH2:21][CH2:20][O:1][C:2]1[CH:3]=[C:4]2[C:9](=[CH:10][CH:11]=1)[NH:8][C:7](=[O:12])[CH2:6][CH2:5]2. The yield is 0.680. (8) The reactants are I.[NH2:2][C:3]1[C:4]([C:11]([NH:13][C:14](=[NH:17])SC)=[O:12])=[N:5][C:6]([Cl:10])=[C:7]([NH2:9])[N:8]=1.Br.[OH:19][C:20]1[CH:25]=[CH:24][C:23]([CH2:26][CH2:27][CH2:28][CH2:29][NH2:30])=[CH:22][CH:21]=1. The catalyst is C1COCC1.C(N(CC)CC)C. The product is [ClH:10].[OH:19][C:20]1[CH:21]=[CH:22][C:23]([CH2:26][CH2:27][CH2:28][CH2:29][NH:30][C:14]([NH:13][C:11]([C:4]2[C:3]([NH2:2])=[N:8][C:7]([NH2:9])=[C:6]([Cl:10])[N:5]=2)=[O:12])=[NH:17])=[CH:24][CH:25]=1. The yield is 0.410.